This data is from NCI-60 drug combinations with 297,098 pairs across 59 cell lines. The task is: Regression. Given two drug SMILES strings and cell line genomic features, predict the synergy score measuring deviation from expected non-interaction effect. (1) Drug 1: COC1=NC(=NC2=C1N=CN2C3C(C(C(O3)CO)O)O)N. Drug 2: COC1=C2C(=CC3=C1OC=C3)C=CC(=O)O2. Cell line: OVCAR-8. Synergy scores: CSS=-3.36, Synergy_ZIP=-0.364, Synergy_Bliss=-6.38, Synergy_Loewe=-7.75, Synergy_HSA=-7.31. (2) Drug 1: C1=C(C(=O)NC(=O)N1)F. Drug 2: CC1=C(N=C(N=C1N)C(CC(=O)N)NCC(C(=O)N)N)C(=O)NC(C(C2=CN=CN2)OC3C(C(C(C(O3)CO)O)O)OC4C(C(C(C(O4)CO)O)OC(=O)N)O)C(=O)NC(C)C(C(C)C(=O)NC(C(C)O)C(=O)NCCC5=NC(=CS5)C6=NC(=CS6)C(=O)NCCC[S+](C)C)O. Cell line: MDA-MB-231. Synergy scores: CSS=16.7, Synergy_ZIP=-9.73, Synergy_Bliss=-5.66, Synergy_Loewe=-6.12, Synergy_HSA=-2.70. (3) Drug 1: C(CN)CNCCSP(=O)(O)O. Synergy scores: CSS=52.6, Synergy_ZIP=8.90, Synergy_Bliss=14.2, Synergy_Loewe=-35.4, Synergy_HSA=13.2. Cell line: HOP-92. Drug 2: CC1C(C(CC(O1)OC2CC(CC3=C2C(=C4C(=C3O)C(=O)C5=CC=CC=C5C4=O)O)(C(=O)C)O)N)O. (4) Drug 1: CN(C(=O)NC(C=O)C(C(C(CO)O)O)O)N=O. Drug 2: B(C(CC(C)C)NC(=O)C(CC1=CC=CC=C1)NC(=O)C2=NC=CN=C2)(O)O. Cell line: OVCAR-5. Synergy scores: CSS=42.1, Synergy_ZIP=3.08, Synergy_Bliss=0.955, Synergy_Loewe=-52.0, Synergy_HSA=-0.484. (5) Drug 1: C1C(C(OC1N2C=NC(=NC2=O)N)CO)O. Drug 2: C(CCl)NC(=O)N(CCCl)N=O. Cell line: SK-MEL-28. Synergy scores: CSS=1.50, Synergy_ZIP=3.11, Synergy_Bliss=-3.42, Synergy_Loewe=-2.92, Synergy_HSA=-3.97. (6) Drug 1: CC1=C(C=C(C=C1)NC2=NC=CC(=N2)N(C)C3=CC4=NN(C(=C4C=C3)C)C)S(=O)(=O)N.Cl. Drug 2: CCN(CC)CCCC(C)NC1=C2C=C(C=CC2=NC3=C1C=CC(=C3)Cl)OC. Cell line: RPMI-8226. Synergy scores: CSS=54.1, Synergy_ZIP=9.33, Synergy_Bliss=3.40, Synergy_Loewe=-29.4, Synergy_HSA=-1.92.